Predict the reaction yield, written as a fraction of the theoretical maximum amount of product (1.0 means a 100% yield; for example, 0.34 means a 34% yield). From a dataset of Reaction yield outcomes from USPTO patents with 853,638 reactions. (1) The reactants are [NH2:1][C:2]1[C:3]([Cl:12])=[C:4]([CH:9]=[CH:10][CH:11]=1)[C:5]([O:7][CH3:8])=[O:6].N1C=CC=CC=1.[CH3:19][S:20](Cl)(=[O:22])=[O:21]. The catalyst is C(Cl)Cl. The product is [Cl:12][C:3]1[C:2]([NH:1][S:20]([CH3:19])(=[O:22])=[O:21])=[CH:11][CH:10]=[CH:9][C:4]=1[C:5]([O:7][CH3:8])=[O:6]. The yield is 1.00. (2) The reactants are O[CH:2]=[C:3]1[C:11]2[C:6](=[CH:7][CH:8]=[C:9]([C:12]([C:14]3[CH:19]=[CH:18][C:17]([NH:20][C:21]([C:23]4[N:24]([CH2:29][CH3:30])[N:25]=[C:26]([CH3:28])[CH:27]=4)=[O:22])=[CH:16][CH:15]=3)=[O:13])[CH:10]=2)[NH:5][C:4]1=[O:31].[NH2:32][C:33]1[CH:34]=[C:35]([OH:39])[CH:36]=[CH:37][CH:38]=1. The catalyst is C1COCC1. The product is [OH:39][C:35]1[CH:34]=[C:33]([NH:32][CH:2]=[C:3]2[C:11]3[C:6](=[CH:7][CH:8]=[C:9]([C:12]([C:14]4[CH:19]=[CH:18][C:17]([NH:20][C:21]([C:23]5[N:24]([CH2:29][CH3:30])[N:25]=[C:26]([CH3:28])[CH:27]=5)=[O:22])=[CH:16][CH:15]=4)=[O:13])[CH:10]=3)[NH:5][C:4]2=[O:31])[CH:38]=[CH:37][CH:36]=1. The yield is 0.250. (3) The reactants are [OH:1][C:2]1[CH:9]=[CH:8][C:5]([CH:6]=O)=[CH:4][CH:3]=1.[NH2:10][C:11]1[CH:16]=[CH:15][CH:14]=[CH:13][N:12]=1. The catalyst is C1(C)C=CC=CC=1. The product is [N:12]1[CH:13]=[CH:14][CH:15]=[CH:16][C:11]=1[NH:10][CH2:6][C:5]1[CH:8]=[CH:9][C:2]([OH:1])=[CH:3][CH:4]=1. The yield is 0.560. (4) The reactants are [NH2:1][C@@H:2]([C:4]1[CH:9]=[CH:8][C:7]([C:10]2[C:11]3[C:12]4[CH:24]=[CH:23][S:22][C:13]=4[C:14](=[O:21])[NH:15][C:16]=3[CH:17]=[CH:18][C:19]=2[OH:20])=[CH:6][CH:5]=1)[CH3:3].[CH3:25][S:26](Cl)(=[O:28])=[O:27].C(Cl)Cl.C1COCC1.C(N(CC)C(C)C)(C)C. The catalyst is CN(C=O)C. The product is [OH:20][C:19]1[CH:18]=[CH:17][C:16]2[NH:15][C:14](=[O:21])[C:13]3[S:22][CH:23]=[CH:24][C:12]=3[C:11]=2[C:10]=1[C:7]1[CH:6]=[CH:5][C:4]([C@H:2]([NH:1][S:26]([CH3:25])(=[O:28])=[O:27])[CH3:3])=[CH:9][CH:8]=1. The yield is 0.0200.